Dataset: Reaction yield outcomes from USPTO patents with 853,638 reactions. Task: Predict the reaction yield, written as a fraction of the theoretical maximum amount of product (1.0 means a 100% yield; for example, 0.34 means a 34% yield). (1) The reactants are C([N:8]1[C:13](=[O:14])[C:12]([C:15]2[CH:20]=[CH:19][C:18]([Cl:21])=[CH:17][CH:16]=2)=[C:11]([C:22]2[CH:27]=[CH:26][C:25]([Cl:28])=[CH:24][CH:23]=2)[CH:10]=[N:9]1)C1C=CC=CC=1.[Cl-].[Al+3].[Cl-].[Cl-]. The catalyst is C1(C)C=CC=CC=1. The product is [Cl:21][C:18]1[CH:17]=[CH:16][C:15]([C:12]2[C:13](=[O:14])[NH:8][N:9]=[CH:10][C:11]=2[C:22]2[CH:27]=[CH:26][C:25]([Cl:28])=[CH:24][CH:23]=2)=[CH:20][CH:19]=1. The yield is 0.920. (2) The reactants are Cl[C:2]1[N:10]=[C:9]([F:11])[N:8]=[C:7]2[C:3]=1[N:4]=[CH:5][N:6]2[CH:12]([CH3:14])[CH3:13].[Cl:15][C:16]1[CH:17]=[C:18]([CH:20]=[CH:21][CH:22]=1)[NH2:19].CCN(C(C)C)C(C)C. The catalyst is CCCCO. The product is [Cl:15][C:16]1[CH:17]=[C:18]([NH:19][C:2]2[N:10]=[C:9]([F:11])[N:8]=[C:7]3[C:3]=2[N:4]=[CH:5][N:6]3[CH:12]([CH3:14])[CH3:13])[CH:20]=[CH:21][CH:22]=1. The yield is 0.480. (3) The reactants are [C:1]1([C:7](=O)[CH2:8][C:9]2[CH:14]=[CH:13][CH:12]=[CH:11][CH:10]=2)[CH:6]=[CH:5][CH:4]=[CH:3][CH:2]=1.[CH2:16]([O:18][C:19]1[CH:20]=[C:21]([CH:24]=[C:25]([N+:28]([O-:30])=[O:29])[C:26]=1[OH:27])[CH:22]=O)[CH3:17].[NH2:31][C:32]([NH2:34])=[O:33].Cl. The catalyst is CCO.CO.CCOC(C)=O. The product is [CH2:16]([O:18][C:19]1[CH:20]=[C:21]([CH:22]2[C:8]([C:9]3[CH:14]=[CH:13][CH:12]=[CH:11][CH:10]=3)=[C:7]([C:1]3[CH:6]=[CH:5][CH:4]=[CH:3][CH:2]=3)[NH:34][C:32](=[O:33])[NH:31]2)[CH:24]=[C:25]([N+:28]([O-:30])=[O:29])[C:26]=1[OH:27])[CH3:17]. The yield is 0.490. (4) The reactants are [Cl:1][C:2]1[CH:15]=[N:14][C:5]2[NH:6][C:7]3[CH:8]=[CH:9][CH:10]=[C:11]([OH:13])[C:12]=3[C:4]=2[CH:3]=1.[F:16][C:17]([F:30])([F:29])[S:18](O[S:18]([C:17]([F:30])([F:29])[F:16])(=[O:20])=[O:19])(=[O:20])=[O:19].[Cl-].[NH4+]. The catalyst is N1C=CC=CC=1. The product is [F:16][C:17]([F:30])([F:29])[S:18]([O:13][C:11]1[CH:10]=[CH:9][CH:8]=[C:7]2[C:12]=1[C:4]1[CH:3]=[C:2]([Cl:1])[CH:15]=[N:14][C:5]=1[NH:6]2)(=[O:20])=[O:19]. The yield is 0.900. (5) The reactants are [Cl:1][C:2]1[CH:7]=[CH:6][C:5]([S:8][C:9]2[CH:19]=[CH:18][C:12]([C:13]([O:15]CC)=[O:14])=[CH:11][C:10]=2[N+:20]([O-:22])=[O:21])=[CH:4][CH:3]=1.[OH-].[Na+]. The catalyst is C(O)C.C1COCC1. The product is [Cl:1][C:2]1[CH:3]=[CH:4][C:5]([S:8][C:9]2[CH:19]=[CH:18][C:12]([C:13]([OH:15])=[O:14])=[CH:11][C:10]=2[N+:20]([O-:22])=[O:21])=[CH:6][CH:7]=1. The yield is 1.00. (6) The reactants are [F:1][C:2]([F:7])([F:6])[C:3]([O-])=[O:4].[C:8]([O:11][C@@:12]1([CH2:44][CH3:45])[C:17]2[CH:18]=[C:19]3[N:27]([C:28](=[O:29])[C:16]=2[CH2:15][O:14][C:13]1=[O:43])[CH2:26][C:25]1[C:24]([CH2:30][CH2:31][Si:32]([CH3:38])([CH3:37])[CH2:33][CH2:34][CH2:35][NH3+:36])=[C:23]2[CH:39]=[CH:40][CH:41]=[CH:42][C:22]2=[N:21][C:20]3=1)(=[O:10])[CH3:9].FC(F)(F)S(OS(C(F)(F)F)(=O)=O)(=O)=O.N1C=CC=CC=1. The catalyst is ClCCl. The product is [CH3:38][Si:32]([CH3:37])([CH2:33][CH2:34][CH2:35][NH:36][C:3](=[O:4])[C:2]([F:7])([F:6])[F:1])[CH2:31][CH2:30][C:24]1[C:25]2[CH2:26][N:27]3[C:19](=[CH:18][C:17]4[C@@:12]([O:11][C:8](=[O:10])[CH3:9])([CH2:44][CH3:45])[C:13](=[O:43])[O:14][CH2:15][C:16]=4[C:28]3=[O:29])[C:20]=2[N:21]=[C:22]2[CH:42]=[CH:41][CH:40]=[CH:39][C:23]=12. The yield is 0.960. (7) The reactants are Cl[C:2]1[N:3]=[C:4]2[C:9](=[CH:10][CH:11]=1)[N:8]=[CH:7][C:6]1[CH:12]=[CH:13][C:14](=[O:26])[N:15]([C:16]3[CH:21]=[CH:20][CH:19]=[C:18]([C:22]([F:25])([F:24])[F:23])[CH:17]=3)[C:5]2=1.[CH3:27][C:28]1[C:32](B2OC(C)(C)C(C)(C)O2)=[C:31]([CH3:42])[O:30][N:29]=1.CC1(C)C(C)(C)OB(C2C=CC(N)=NC=2)O1. No catalyst specified. The product is [CH3:27][C:28]1[C:32]([C:2]2[N:3]=[C:4]3[C:9](=[CH:10][CH:11]=2)[N:8]=[CH:7][C:6]2[CH:12]=[CH:13][C:14](=[O:26])[N:15]([C:16]4[CH:21]=[CH:20][CH:19]=[C:18]([C:22]([F:24])([F:23])[F:25])[CH:17]=4)[C:5]3=2)=[C:31]([CH3:42])[O:30][N:29]=1. The yield is 0.514. (8) The reactants are [CH2:1]([NH:3][C:4]1[N:5]=[C:6]([CH3:20])[C:7]2[CH:13]=[CH:12][C:11](=[O:14])[N:10]([CH2:15][CH2:16][CH2:17][O:18][CH3:19])[C:8]=2[N:9]=1)[CH3:2].C(O)(=O)C.[Br:25]Br. The catalyst is C(Cl)Cl.O. The product is [Br:25][C:12]1[C:11](=[O:14])[N:10]([CH2:15][CH2:16][CH2:17][O:18][CH3:19])[C:8]2[N:9]=[C:4]([NH:3][CH2:1][CH3:2])[N:5]=[C:6]([CH3:20])[C:7]=2[CH:13]=1. The yield is 0.560.